The task is: Regression. Given a target protein amino acid sequence and a drug SMILES string, predict the binding affinity score between them. We predict pKd (pKd = -log10(Kd in M); higher means stronger binding). Dataset: bindingdb_kd.. This data is from Drug-target binding data from BindingDB using Kd measurements. (1) The compound is Cc1cccc(-c2ccc(C(=O)O)cc2)c1. The target protein (P03120) has sequence METLCQRLNVCQDKILTHYENDSTDLRDHIDYWKHMRLECAIYYKAREMGFKHINHQVVPTLAVSKNKALQAIELQLTLETIYNSQYSNEKWTLQDVSLEVYLTAPTGCIKKHGYTVEVQFDGDICNTMHYTNWTHIYICEEASVTVVEGQVDYYGLYYVHEGIRTYFVQFKDDAEKYSKNKVWEVHAGGQVILCPTSVFSSNEVSSPEIIRQHLANHPAATHTKAVALGTEETQTTIQRPRSEPDTGNPCHTTKLLHRDSVDSAPILTAFNSSHKGRINCNSNTTPIVHLKGDANTLKCLRYRFKKHCTLYTAVSSTWHWTGHNVKHKSAIVTLTYDSEWQRDQFLSQVKIPKTITVSTGFMSI. The pKd is 2.7. (2) The compound is CCCS(=O)(=O)Nc1ccc(F)c(C(=O)c2c[nH]c3ncc(Cl)cc23)c1F. The target is PFCDPK1(Pfalciparum). The pKd is 8.7. (3) The small molecule is CCCS(=O)(=O)Nc1ccc(F)c(C(=O)c2c[nH]c3ncc(Cl)cc23)c1F. The target protein (Q16659) has sequence MAEKFESLMNIHGFDLGSRYMDLKPLGCGGNGLVFSAVDNDCDKRVAIKKIVLTDPQSVKHALREIKIIRRLDHDNIVKVFEILGPSGSQLTDDVGSLTELNSVYIVQEYMETDLANVLEQGPLLEEHARLFMYQLLRGLKYIHSANVLHRDLKPANLFINTEDLVLKIGDFGLARIMDPHYSHKGHLSEGLVTKWYRSPRLLLSPNNYTKAIDMWAAGCIFAEMLTGKTLFAGAHELEQMQLILESIPVVHEEDRQELLSVIPVYIRNDMTEPHKPLTQLLPGISREALDFLEQILTFSPMDRLTAEEALSHPYMSIYSFPMDEPISSHPFHIEDEVDDILLMDETHSHIYNWERYHDCQFSEHDWPVHNNFDIDEVQLDPRALSDVTDEEEVQVDPRKYLDGDREKYLEDPAFDTNYSTEPCWQYSDHHENKYCDLECSHTCNYKTRSSSYLDNLVWRESEVNHYYEPKLIIDLSNWKEQSKEKSDKKGKSKCERNGL.... The pKd is 5.0. (4) The compound is CC(C)(C)c1cc(=O)[nH]c(SCC(=O)c2ccc(S(N)(=O)=O)cc2)n1. The target protein (P00917) has sequence MAHSDWGYDSPNGPEWVKLYPIANGNNQSPIDIKTSETKHDTSLKPFSVSYDPATAKEIVNVGHSFQVKFEDSDNRSVLKDGPLPGSYRLVQFHFHWGSTDDYGSEHTVDGVKYSAELHLVHWNSSKYSSFDEASSQADGLAILGVLMKVGEANPKLQKVLDALNEVKTKGKKAPFKNFDPSSLLPSSPDYWTYSGSLTHPPLYESVTWIVCKENISISSQQLSQFRSLLSNVEGGKAVPIQHNNRPPQPLKGRTVRAFF. The pKd is 8.4. (5) The drug is COc1cc2c(cc1OC)C1CC(=O)C(CC(C)C)CN1CC2. The target protein sequence is MALSDLVLLRWLRDSRHSRKLILFIVFLALLLDNMLLTVVVPIIPSYLYSIKHEKNSTEIQTTRPELVVSTSESIFSYYNNSTVLITGNATGTLPGGQSHKATSTQHTVANTTVPSDCPSEDRDLLNENVQVGLLFASKATVQLLTNPFIGLLTNRIGYPIPMFAGFCIMFISTVMFAFSSSYAFLLIARSLQGIGSSCSSVAGMGMLASVYTDDEERGKPMGIALGGLAMGVLVGPPFGSVLYEFVGKTAPFLVLAALVLLDGAIQLFVLQPSRVQPESQKGTPLTTLLKDPYILIAAGSICFANMGIAMLEGALPIWMMETMCSRKWQLGVAFLPASISYLIGTNIFGILAHKMGRWLCALLGMVIVGISILCIPFAKNIYGLIAPNFGVGFAIGMVDSSMMPIMGYLVDLRHVSVYGSVYAIADVAFCMGYAIGPSAGGAIAKAIGFPWLMTIIGIIDIAFAPLCFFLRSPPAKEEKMAILMDHNCPIKRKMYTQNN.... The pKd is 7.0.